From a dataset of Catalyst prediction with 721,799 reactions and 888 catalyst types from USPTO. Predict which catalyst facilitates the given reaction. (1) The catalyst class is: 1. Product: [Cl:27][C:24]1[CH:25]=[CH:26][C:21]([CH:18]2[CH2:19][CH2:20][N:15]([C:13](=[O:14])[C@H:12]([NH:11][C:10]3[NH:34][N:33]=[C:1]([C:2]4[CH:7]=[CH:6][CH:5]=[CH:4][CH:3]=4)[N:9]=3)[CH:28]([CH3:30])[CH3:29])[CH2:16][CH2:17]2)=[CH:22][CH:23]=1. Reactant: [C:1](/[N:9]=[C:10](\SC)/[NH:11][C@H:12]([CH:28]([CH3:30])[CH3:29])[C:13]([N:15]1[CH2:20][CH2:19][CH:18]([C:21]2[CH:26]=[CH:25][C:24]([Cl:27])=[CH:23][CH:22]=2)[CH2:17][CH2:16]1)=[O:14])(=O)[C:2]1[CH:7]=[CH:6][CH:5]=[CH:4][CH:3]=1.[NH2:33][NH2:34]. (2) The catalyst class is: 4. Product: [C:3]([C:7]1[CH:12]=[CH:11][CH:10]=[CH:9][C:8]=1[N:13]1[CH2:18][CH2:17][N:16]([C:25]([C:26]2[CH:31]=[CH:30][CH:29]=[CH:28][CH:27]=2)=[O:32])[CH2:15][CH2:14]1)([CH3:6])([CH3:4])[CH3:5]. Reactant: Cl.Cl.[C:3]([C:7]1[CH:12]=[CH:11][CH:10]=[CH:9][C:8]=1[N:13]1[CH2:18][CH2:17][NH:16][CH2:15][CH2:14]1)([CH3:6])([CH3:5])[CH3:4].N1C=CC=CC=1.[C:25](Cl)(=[O:32])[C:26]1[CH:31]=[CH:30][CH:29]=[CH:28][CH:27]=1. (3) Reactant: CC1C=CC(S(O[CH2:12][C@H:13]([OH:29])[CH2:14][CH2:15][N:16]2[C:21](=[O:22])[CH:20]=[N:19][C:18]3[CH:23]=[CH:24][C:25]([O:27][CH3:28])=[N:26][C:17]2=3)(=O)=O)=CC=1.C(=O)([O-])[O-].[K+].[K+]. Product: [CH3:28][O:27][C:25]1[CH:24]=[CH:23][C:18]2[N:19]=[CH:20][C:21](=[O:22])[N:16]([CH2:15][CH2:14][C@@H:13]3[CH2:12][O:29]3)[C:17]=2[N:26]=1. The catalyst class is: 5. (4) Reactant: [I:1][C:2]1[CH:7]=[CH:6][CH:5]=[CH:4][C:3]=1[OH:8].F[C:10]1[CH:15]=[CH:14][CH:13]=[CH:12][C:11]=1[N+:16]([O-:18])=[O:17].C([O-])([O-])=O.[K+].[K+].[F-].[Cs+]. Product: [I:1][C:2]1[CH:7]=[CH:6][CH:5]=[CH:4][C:3]=1[O:8][C:10]1[CH:15]=[CH:14][CH:13]=[CH:12][C:11]=1[N+:16]([O-:18])=[O:17]. The catalyst class is: 16. (5) Reactant: C1O[C:4]2([CH2:9][CH2:8][C:7](=[O:10])[CH2:6][CH2:5]2)OC1.[NH2:12][C:13]1[CH:22]=[CH:21][CH:20]=[C:19]2[C:14]=1[CH:15]=[CH:16][N:17]=[CH:18]2.C(O)(=O)C. Product: [CH:18]1[C:19]2[C:14](=[C:13]([NH:12][CH:4]3[CH2:5][CH2:6][C:7](=[O:10])[CH2:8][CH2:9]3)[CH:22]=[CH:21][CH:20]=2)[CH:15]=[CH:16][N:17]=1. The catalyst class is: 5. (6) Reactant: [O:1]=[C:2]1[NH:8][C:7]2[CH:9]=[CH:10][CH:11]=[CH:12][C:6]=2[O:5][C@H:4]([C:13]2[CH:18]=[CH:17][CH:16]=[CH:15][CH:14]=2)[C@@H:3]1[NH:19][C:20](=[O:26])[O:21][C:22]([CH3:25])([CH3:24])[CH3:23].[CH2:27](Br)[C:28]#[CH:29].C(=O)([O-])[O-].[Cs+].[Cs+]. Product: [O:1]=[C:2]1[N:8]([CH2:29][C:28]#[CH:27])[C:7]2[CH:9]=[CH:10][CH:11]=[CH:12][C:6]=2[O:5][C@H:4]([C:13]2[CH:18]=[CH:17][CH:16]=[CH:15][CH:14]=2)[C@@H:3]1[NH:19][C:20](=[O:26])[O:21][C:22]([CH3:23])([CH3:25])[CH3:24]. The catalyst class is: 18. (7) Reactant: [CH3:1][O:2][CH2:3][CH:4]([CH3:37])[O:5][C:6]1[CH:7]=[C:8]([O:26][C:27]2[CH:28]=[N:29][C:30]([S:33]([CH3:36])(=[O:35])=[O:34])=[CH:31][CH:32]=2)[CH:9]=[C:10]2[C:14]=1[NH:13][C:12]([C:15]1[S:16][CH:17]([CH2:20][C:21](OCC)=[O:22])[CH2:18][N:19]=1)=[CH:11]2.O1CCCC1.CO.[BH4-].[Li+]. Product: [CH3:1][O:2][CH2:3][CH:4]([CH3:37])[O:5][C:6]1[CH:7]=[C:8]([O:26][C:27]2[CH:28]=[N:29][C:30]([S:33]([CH3:36])(=[O:34])=[O:35])=[CH:31][CH:32]=2)[CH:9]=[C:10]2[C:14]=1[NH:13][C:12]([C:15]1[S:16][CH:17]([CH2:20][CH2:21][OH:22])[CH2:18][N:19]=1)=[CH:11]2. The catalyst class is: 6. (8) Reactant: O[CH2:2][C:3]1[CH:12]=[N:11][C:10]2[N:9]3[CH2:13][CH2:14][CH2:15][C@H:8]3[C:7](=[O:16])[NH:6][C:5]=2[CH:4]=1.Cl.[CH2:18]([NH:20][C:21](=[O:35])[C:22]1[CH:27]=[CH:26][C:25]([N:28]2[CH2:33][CH2:32][NH:31][CH2:30][CH2:29]2)=[C:24]([F:34])[CH:23]=1)[CH3:19].[I-].C(C[P+](C)(C)C)#N.C(N(CC)C(C)C)(C)C. Product: [CH2:18]([NH:20][C:21](=[O:35])[C:22]1[CH:27]=[CH:26][C:25]([N:28]2[CH2:33][CH2:32][N:31]([CH2:2][C:3]3[CH:12]=[N:11][C:10]4[N:9]5[CH2:13][CH2:14][CH2:15][C@H:8]5[C:7](=[O:16])[NH:6][C:5]=4[CH:4]=3)[CH2:30][CH2:29]2)=[C:24]([F:34])[CH:23]=1)[CH3:19]. The catalyst class is: 397. (9) Reactant: [CH3:1][C:2]1([CH3:22])[C:6]([CH3:8])([CH3:7])[O:5][B:4]([C:9]2[CH2:14][CH2:13][N:12](C(OC(C)(C)C)=O)[CH2:11][CH:10]=2)[O:3]1.[CH3:23][S:24](Cl)(=[O:26])=[O:25]. Product: [CH3:23][S:24]([N:12]1[CH2:11][CH:10]=[C:9]([B:4]2[O:3][C:2]([CH3:22])([CH3:1])[C:6]([CH3:8])([CH3:7])[O:5]2)[CH2:14][CH2:13]1)(=[O:26])=[O:25]. The catalyst class is: 33. (10) The catalyst class is: 7. Reactant: [CH3:1][O:2][CH2:3][C@@H:4]([O:6][C:7]1[CH:8]=[C:9]([C:24]2[NH:28][C:27]([C:29]3[O:30][C@@H:31]([CH3:35])[C@@H:32]([CH3:34])[N:33]=3)=[CH:26][CH:25]=2)[CH:10]=[C:11]([O:13][Si](C(C)C)(C(C)C)C(C)C)[CH:12]=1)[CH3:5].[F-].C([N+](CCCC)(CCCC)CCCC)CCC.[Cl-].[NH4+]. Product: [CH3:34][C@@H:32]1[C@H:31]([CH3:35])[O:30][C:29]([C:27]2[NH:28][C:24]([C:9]3[CH:10]=[C:11]([OH:13])[CH:12]=[C:7]([O:6][C@@H:4]([CH3:5])[CH2:3][O:2][CH3:1])[CH:8]=3)=[CH:25][CH:26]=2)=[N:33]1.